This data is from Catalyst prediction with 721,799 reactions and 888 catalyst types from USPTO. The task is: Predict which catalyst facilitates the given reaction. (1) Reactant: [C:1]([C:5]1[CH:6]=[C:7]2[C:12](=[C:13]([F:15])[CH:14]=1)[C:11](=[O:16])[N:10]([C:17]1[N:24]=[CH:23][CH:22]=[C:21](Cl)[C:18]=1[CH:19]=[O:20])C=[CH:8]2)([CH3:4])([CH3:3])[CH3:2].[CH:26]([N:29]1[C:34](=[O:35])[CH2:33][N:32]2[N:36]=[C:37]([NH:39][C:40]3[C:41](=[O:56])[N:42]([CH3:55])[CH:43]=[C:44](B4OC(C)(C)C(C)(C)O4)[CH:45]=3)[CH:38]=[C:31]2[CH2:30]1)([CH3:28])[CH3:27].[O-]P([O-])([O-])=O.[K+].[K+].[K+].C([O-])(=O)C.[Na+].C(#[N:72])C. Product: [C:1]([C:5]1[CH:6]=[C:7]2[C:12](=[C:13]([F:15])[CH:14]=1)[C:11](=[O:16])[N:10]([C:17]1[N:24]=[CH:23][CH:22]=[C:21]([C:44]3[CH:45]=[C:40]([NH:39][C:37]4[CH:38]=[C:31]5[CH2:30][N:29]([CH:26]([CH3:28])[CH3:27])[C:34](=[O:35])[CH2:33][N:32]5[N:36]=4)[C:41](=[O:56])[N:42]([CH3:55])[CH:43]=3)[C:18]=1[CH:19]=[O:20])[N:72]=[CH:8]2)([CH3:3])([CH3:4])[CH3:2]. The catalyst class is: 263. (2) Reactant: [CH2:1]([O:8][C:9]([C:11]1([NH:16][S:17]([C:20]2[CH:25]=[CH:24][C:23]([O:26][C:27]3[CH:32]=[CH:31][C:30]([F:33])=[CH:29][CH:28]=3)=[CH:22][CH:21]=2)(=[O:19])=[O:18])[CH2:15][CH2:14][CH2:13][CH2:12]1)=[O:10])[C:2]1[CH:7]=[CH:6][CH:5]=[CH:4][CH:3]=1.[C:34]([O:38][CH2:39][CH3:40])(=[O:37])[C:35]#[CH:36].[F-].C([N+](CCCC)(CCCC)CCCC)CCC.C1(C)C=CC=CC=1. The catalyst class is: 7. Product: [CH2:1]([O:8][C:9]([C:11]1([N:16]([CH:36]=[CH:35][C:34]([O:38][CH2:39][CH3:40])=[O:37])[S:17]([C:20]2[CH:25]=[CH:24][C:23]([O:26][C:27]3[CH:32]=[CH:31][C:30]([F:33])=[CH:29][CH:28]=3)=[CH:22][CH:21]=2)(=[O:19])=[O:18])[CH2:15][CH2:14][CH2:13][CH2:12]1)=[O:10])[C:2]1[CH:3]=[CH:4][CH:5]=[CH:6][CH:7]=1. (3) Reactant: CS(Cl)(=O)=O.[Br:6][C:7]1[CH:11]=[C:10]([C:12]([OH:14])=O)[N:9]([C:15]2[C:20]([Cl:21])=[CH:19][CH:18]=[CH:17][N:16]=2)[N:8]=1.N1C=CC=C(C)C=1.[Cl:29][C:30]1[CH:41]=[C:40]([CH3:42])[C:33]2[NH:34]C(=O)[O:36][C:37](=O)[C:32]=2[CH:31]=1. Product: [Br:6][C:7]1[CH:11]=[C:10]([C:12]2[O:14][C:37](=[O:36])[C:32]3[CH:31]=[C:30]([Cl:29])[CH:41]=[C:40]([CH3:42])[C:33]=3[N:34]=2)[N:9]([C:15]2[C:20]([Cl:21])=[CH:19][CH:18]=[CH:17][N:16]=2)[N:8]=1. The catalyst class is: 47. (4) Reactant: [N+:1]([C:4]1[CH:27]=[CH:26][C:7]([CH2:8][O:9][C:10](=[O:25])[NH:11][CH2:12][C@@H:13]([NH:17]C(OC(C)(C)C)=O)[CH:14]([CH3:16])[CH3:15])=[CH:6][CH:5]=1)([O-:3])=[O:2].[ClH:28]. Product: [ClH:28].[N+:1]([C:4]1[CH:27]=[CH:26][C:7]([CH2:8][O:9][C:10](=[O:25])[NH:11][CH2:12][C@@H:13]([NH2:17])[CH:14]([CH3:15])[CH3:16])=[CH:6][CH:5]=1)([O-:3])=[O:2]. The catalyst class is: 12. (5) Reactant: [F:1][C:2]1[CH:9]=[CH:8][C:7]([F:10])=[CH:6][C:3]=1[CH:4]=O.Cl.[NH2:12][OH:13].[OH-].[Na+].C(O)(=O)C. Product: [F:1][C:2]1[CH:9]=[CH:8][C:7]([F:10])=[CH:6][C:3]=1[CH:4]=[N:12][OH:13]. The catalyst class is: 88. (6) The catalyst class is: 9. Product: [Cl:1][C:2]1[C:11]2[C:6](=[C:7]([N:13]3[C:17]([CH3:18])=[N:16][N:15]=[C:14]3[S:19][CH2:35][C:34]([NH:33][C:24]3[CH:25]=[CH:26][C:27]([S:29](=[O:32])(=[O:31])[NH2:30])=[CH:28][C:23]=3[CH3:22])=[O:37])[CH:8]=[CH:9][C:10]=2[CH3:12])[N:5]=[C:4]([O:20][CH3:21])[CH:3]=1. Reactant: [Cl:1][C:2]1[C:11]2[C:6](=[C:7]([N:13]3[C:17]([CH3:18])=[N:16][N:15]=[C:14]3[SH:19])[CH:8]=[CH:9][C:10]=2[CH3:12])[N:5]=[C:4]([O:20][CH3:21])[CH:3]=1.[CH3:22][C:23]1[CH:28]=[C:27]([S:29](=[O:32])(=[O:31])[NH2:30])[CH:26]=[CH:25][C:24]=1[NH:33][C:34](=[O:37])[CH2:35]Cl.C(=O)([O-])[O-].[K+].[K+].O. (7) Reactant: [CH2:1]([O:5][C:6]1[N:14]=[C:13]2[C:9]([N:10]=[C:11]([O:20][CH3:21])[N:12]2[CH2:15][CH2:16][CH2:17][CH2:18]Cl)=[C:8]([NH2:22])[N:7]=1)[CH2:2][CH2:3][CH3:4].[NH:23]1[CH2:26][CH2:25][CH2:24]1.C(N(CC)C(C)C)(C)C. Product: [N:23]1([CH2:18][CH2:17][CH2:16][CH2:15][N:12]2[C:11]([O:20][CH3:21])=[N:10][C:9]3[C:13]2=[N:14][C:6]([O:5][CH2:1][CH2:2][CH2:3][CH3:4])=[N:7][C:8]=3[NH2:22])[CH2:26][CH2:25][CH2:24]1. The catalyst class is: 3. (8) Product: [O:24]1[CH2:25][CH2:26][N:21]([CH2:6][C:7]2[CH:12]=[CH:11][C:10]([NH:13][C:14](=[O:15])[O:16][C:17]([CH3:20])([CH3:19])[CH3:18])=[N:9][CH:8]=2)[CH2:22][CH2:23]1. Reactant: CS(O[CH2:6][C:7]1[CH:8]=[N:9][C:10]([NH:13][C:14]([O:16][C:17]([CH3:20])([CH3:19])[CH3:18])=[O:15])=[CH:11][CH:12]=1)(=O)=O.[NH:21]1[CH2:26][CH2:25][O:24][CH2:23][CH2:22]1.C([O-])([O-])=O.[K+].[K+].[Na+].[I-]. The catalyst class is: 18.